This data is from Reaction yield outcomes from USPTO patents with 853,638 reactions. The task is: Predict the reaction yield, written as a fraction of the theoretical maximum amount of product (1.0 means a 100% yield; for example, 0.34 means a 34% yield). (1) The reactants are Br[C:2]1[S:3][C:4]([C:8]([O:10][CH2:11][CH3:12])=[O:9])=[C:5]([Br:7])[N:6]=1.C[Sn](C)(C)[C:15]1[CH:20]=[CH:19][N:18]=[C:17]([NH:21][C:22](=[O:24])[CH3:23])[CH:16]=1.[Cl-].[Li+]. The catalyst is O1CCOCC1.C1C=CC([P]([Pd]([P](C2C=CC=CC=2)(C2C=CC=CC=2)C2C=CC=CC=2)([P](C2C=CC=CC=2)(C2C=CC=CC=2)C2C=CC=CC=2)[P](C2C=CC=CC=2)(C2C=CC=CC=2)C2C=CC=CC=2)(C2C=CC=CC=2)C2C=CC=CC=2)=CC=1.[Cu]I. The product is [C:22]([NH:21][C:17]1[CH:16]=[C:15]([C:2]2[S:3][C:4]([C:8]([O:10][CH2:11][CH3:12])=[O:9])=[C:5]([Br:7])[N:6]=2)[CH:20]=[CH:19][N:18]=1)(=[O:24])[CH3:23]. The yield is 0.440. (2) The reactants are [CH3:1][N:2]1[CH2:6][CH2:5][CH2:4][C@H:3]1[C:7]1[CH2:8][C:9]([CH:13]=[O:14])=[CH:10][NH:11][CH:12]=1.[S]. The catalyst is C1(C)C=CC=CC=1. The product is [CH3:1][N:2]1[CH2:6][CH2:5][CH2:4][CH:3]1[C:7]1[CH:8]=[C:9]([CH:13]=[O:14])[CH:10]=[N:11][CH:12]=1. The yield is 0.830. (3) The reactants are [F:1][C:2]1[CH:3]=[C:4]([C:8]2[S:9][C:10]([N:13]([CH3:20])[C:14](=[O:19])[CH2:15][CH2:16][S:17][CH3:18])=[CH:11][N:12]=2)[CH:5]=[N:6][CH:7]=1.B1([O-])O[O:22]1.O.O.O.O.[Na+].C([O-])(O)=O.[Na+].ClCCCl. The catalyst is C(O)(=O)C. The product is [F:1][C:2]1[CH:3]=[C:4]([C:8]2[S:9][C:10]([N:13]([CH3:20])[C:14](=[O:19])[CH2:15][CH2:16][S:17]([CH3:18])=[O:22])=[CH:11][N:12]=2)[CH:5]=[N:6][CH:7]=1. The yield is 0.450. (4) The reactants are Cl.[NH2:2][CH2:3][CH2:4][CH2:5][CH2:6][CH2:7][C:8]([O:10][CH3:11])=[O:9].[F:12][C:13]([F:24])([F:23])[C:14](O[C:14](=[O:15])[C:13]([F:24])([F:23])[F:12])=[O:15].C(N(CC)CC)C. The catalyst is C(Cl)Cl. The product is [F:12][C:13]([F:24])([F:23])[C:14]([NH:2][CH2:3][CH2:4][CH2:5][CH2:6][CH2:7][C:8]([O:10][CH3:11])=[O:9])=[O:15]. The yield is 0.990.